This data is from Peptide-MHC class I binding affinity with 185,985 pairs from IEDB/IMGT. The task is: Regression. Given a peptide amino acid sequence and an MHC pseudo amino acid sequence, predict their binding affinity value. This is MHC class I binding data. (1) The peptide sequence is APDGFYPFK. The MHC is HLA-A02:16 with pseudo-sequence HLA-A02:16. The binding affinity (normalized) is 0.0847. (2) The MHC is H-2-Kb with pseudo-sequence H-2-Kb. The binding affinity (normalized) is 0.0352. The peptide sequence is TQPQNGQFI.